This data is from Full USPTO retrosynthesis dataset with 1.9M reactions from patents (1976-2016). The task is: Predict the reactants needed to synthesize the given product. (1) Given the product [CH3:1][N:2]([CH3:24])[C:3](=[O:23])[CH2:4][CH2:5][N:6]([CH3:22])[C:7]([C:9]1[S:10][C:11]2[N:12]=[CH:13][N:14]=[C:15]([NH:36][C:28]3[CH:29]=[C:30]4[CH:35]=[N:34][NH:33][C:31]4=[N:32][C:27]=3[O:26][CH3:25])[C:16]=2[N:17]=1)=[O:8], predict the reactants needed to synthesize it. The reactants are: [CH3:1][N:2]([CH3:24])[C:3](=[O:23])[CH2:4][CH2:5][N:6]([CH3:22])[C:7]([C:9]1[S:10][C:11]2[N:12]=[CH:13][N:14]=[C:15](S(C)(=O)=O)[C:16]=2[N:17]=1)=[O:8].[CH3:25][O:26][C:27]1[N:32]=[C:31]2[NH:33][N:34]=[CH:35][C:30]2=[CH:29][C:28]=1[NH2:36]. (2) Given the product [CH3:23][O:22][C:17]1[CH:18]=[CH:19][CH:20]=[CH:21][C:16]=1[C:7]1[CH:8]=[C:9]([N:11]2[CH:15]=[N:14][N:13]=[N:12]2)[CH:10]=[C:5]([C:3]([OH:4])=[O:2])[CH:6]=1, predict the reactants needed to synthesize it. The reactants are: C[O:2][C:3]([C:5]1[CH:6]=[C:7]([C:16]2[CH:21]=[CH:20][CH:19]=[CH:18][C:17]=2[O:22][CH3:23])[CH:8]=[C:9]([N:11]2[CH:15]=[N:14][N:13]=[N:12]2)[CH:10]=1)=[O:4].[OH-].[Na+]. (3) Given the product [ClH:1].[CH3:33][O:32][CH2:31][CH2:30][N:29]([CH2:28][C:24]1[CH:23]=[N:22][CH:27]=[CH:26][CH:25]=1)[C:19](=[O:21])[CH2:18][C:17]1[N:11]2[CH:12]=[CH:13][C:14]([CH3:16])=[CH:15][C:10]2=[N:9][C:8]=1[C:5]1[CH:4]=[CH:3][C:2]([Cl:1])=[CH:7][CH:6]=1, predict the reactants needed to synthesize it. The reactants are: [Cl:1][C:2]1[CH:7]=[CH:6][C:5]([C:8]2[N:9]=[C:10]3[CH:15]=[C:14]([CH3:16])[CH:13]=[CH:12][N:11]3[C:17]=2[CH2:18][C:19]([OH:21])=O)=[CH:4][CH:3]=1.[N:22]1[CH:27]=[CH:26][CH:25]=[C:24]([CH2:28][NH:29][CH2:30][CH2:31][O:32][CH3:33])[CH:23]=1. (4) The reactants are: [O:1](CC(OCCCCC(=O)C1C=CC=CC=1)=O)[C:2]1C=CC=C[CH:3]=1.[C:24]([O:27][C:28]([CH3:46])([CH2:35][CH2:36][CH2:37][C:38](=[O:45])[C:39]1[CH:44]=[CH:43][CH:42]=[CH:41][CH:40]=1)[CH2:29][CH2:30][CH:31]=[C:32]([CH3:34])[CH3:33])(=[O:26])[CH3:25]. Given the product [C:24]([O:27][C:28]([CH3:46])([CH2:35][CH2:36][CH2:37][C:38]1([C:39]2[CH:40]=[CH:41][CH:42]=[CH:43][CH:44]=2)[O:1][CH2:2][CH2:3][O:45]1)[CH2:29][CH2:30][CH:31]=[C:32]([CH3:33])[CH3:34])(=[O:26])[CH3:25], predict the reactants needed to synthesize it. (5) Given the product [CH:13]12[N:16]([CH2:17][CH2:18][NH:19][C:1](=[O:6])[CH:2]=[N:3][OH:4])[CH:9]([CH2:15][CH2:14]1)[CH2:10][CH2:11][CH2:12]2, predict the reactants needed to synthesize it. The reactants are: [C:1]([O:6]CC)(=O)[CH:2]=[N:3][OH:4].[CH:9]12[N:16]([CH2:17][CH2:18][NH2:19])[CH:13]([CH2:14][CH2:15]1)[CH2:12][CH2:11][CH2:10]2. (6) Given the product [F:30][C:29]([F:31])([F:32])[O:28][C:25]1[CH:26]=[CH:27][C:22]([CH2:21][N:18]2[CH:13]([C:4]3[C:3]([O:2][CH3:1])=[CH:8][C:7]([O:9][CH3:10])=[CH:6][C:5]=3[O:11][CH3:12])[CH2:14][CH2:15][CH2:16][C:17]2=[O:19])=[CH:23][CH:24]=1, predict the reactants needed to synthesize it. The reactants are: [CH3:1][O:2][C:3]1[CH:8]=[C:7]([O:9][CH3:10])[CH:6]=[C:5]([O:11][CH3:12])[C:4]=1[CH:13]1[NH:18][C:17](=[O:19])[CH2:16][CH2:15][CH2:14]1.Br[CH2:21][C:22]1[CH:27]=[CH:26][C:25]([O:28][C:29]([F:32])([F:31])[F:30])=[CH:24][CH:23]=1. (7) Given the product [NH2:23][C:20]1[CH:21]=[CH:22][N:17]([CH:13]2[C:14]([F:16])([CH3:15])[CH:10]([OH:9])[CH:11]([CH2:33][OH:34])[O:12]2)[C:18](=[O:32])[N:19]=1, predict the reactants needed to synthesize it. The reactants are: C([O:9][CH:10]1[C:14]([F:16])([CH3:15])[CH:13]([N:17]2[CH:22]=[CH:21][C:20]([NH:23]C(=O)C3C=CC=CC=3)=[N:19][C:18]2=[O:32])[O:12][CH:11]1[CH2:33][O:34]C(=O)C1C=CC=CC=1)(=O)C1C=CC=CC=1.C[O-].[Na+].